This data is from Reaction yield outcomes from USPTO patents with 853,638 reactions. The task is: Predict the reaction yield, written as a fraction of the theoretical maximum amount of product (1.0 means a 100% yield; for example, 0.34 means a 34% yield). (1) The reactants are Br[C:2]1[CH:10]=[C:9]2[C:5]([C:6]([NH:19][C:20]([CH:22]3[CH2:24][CH2:23]3)=[O:21])=[N:7][N:8]2[CH2:11][O:12][CH2:13][CH2:14][Si:15]([CH3:18])([CH3:17])[CH3:16])=[CH:4][CH:3]=1.[NH2:25][C:26]1[CH:27]=[C:28]([CH:42]=[CH:43][C:44]=1[CH3:45])[C:29]([NH:31][C:32]1[CH:37]=[CH:36][CH:35]=[C:34]([C:38]([F:41])([F:40])[F:39])[CH:33]=1)=[O:30].C([O-])([O-])=O.[K+].[K+]. The catalyst is CC(O)(C)C. The product is [CH:22]1([C:20]([NH:19][C:6]2[C:5]3[C:9](=[CH:10][C:2]([NH:25][C:26]4[CH:27]=[C:28]([CH:42]=[CH:43][C:44]=4[CH3:45])[C:29]([NH:31][C:32]4[CH:37]=[CH:36][CH:35]=[C:34]([C:38]([F:39])([F:40])[F:41])[CH:33]=4)=[O:30])=[CH:3][CH:4]=3)[N:8]([CH2:11][O:12][CH2:13][CH2:14][Si:15]([CH3:18])([CH3:17])[CH3:16])[N:7]=2)=[O:21])[CH2:24][CH2:23]1. The yield is 0.400. (2) The reactants are [F:1][C:2]([F:7])([F:6])[C:3]([OH:5])=[O:4].[F:8][C:9]([F:14])([F:13])[C:10]([OH:12])=[O:11].[F:15][C:16]([F:21])([F:20])[C:17]([OH:19])=[O:18].[CH3:22][C:23]1[CH:32]=[C:31]([CH2:33][O:34][C:35]2[CH:59]=[CH:58][C:38]([C:39]([NH:41][CH2:42][C:43]3([N:52]4[CH2:57][CH2:56][NH:55][CH2:54][CH2:53]4)[C:48](=[O:49])[NH:47][C:46](=[O:50])[NH:45][C:44]3=[O:51])=[O:40])=[CH:37][CH:36]=2)[C:30]2[C:25](=[CH:26][CH:27]=[CH:28][CH:29]=2)[N:24]=1.[CH:60](=O)[C:61]1[CH:66]=[CH:65][CH:64]=[CH:63][CH:62]=1. No catalyst specified. The product is [F:1][C:2]([F:7])([F:6])[C:3]([OH:5])=[O:4].[F:8][C:9]([F:14])([F:13])[C:10]([OH:12])=[O:11].[F:15][C:16]([F:21])([F:20])[C:17]([OH:19])=[O:18].[CH2:60]([N:55]1[CH2:54][CH2:53][N:52]([C:43]2([CH2:42][NH:41][C:39](=[O:40])[C:38]3[CH:37]=[CH:36][C:35]([O:34][CH2:33][C:31]4[C:30]5[C:25](=[CH:26][CH:27]=[CH:28][CH:29]=5)[N:24]=[C:23]([CH3:22])[CH:32]=4)=[CH:59][CH:58]=3)[C:44](=[O:51])[NH:45][C:46](=[O:50])[NH:47][C:48]2=[O:49])[CH2:57][CH2:56]1)[C:61]1[CH:66]=[CH:65][CH:64]=[CH:63][CH:62]=1. The yield is 0.620. (3) The reactants are [CH2:1]([O:8][C@@H:9]1[C@@H:14]([O:15][CH2:16][C:17]2[CH:22]=[CH:21][CH:20]=[CH:19][CH:18]=2)[C@H:13]([O:23][CH2:24][C:25]2[CH:30]=[CH:29][CH:28]=[CH:27][CH:26]=2)[C@@H:12]([CH2:31][O:32][CH2:33][C:34]2[CH:39]=[CH:38][CH:37]=[CH:36][CH:35]=2)[O:11][C@H:10]1[C:40]1[CH:45]=[C:44]([CH2:46][C:47]2[CH:52]=[CH:51][C:50]([CH2:53][CH2:54]O)=[CH:49][CH:48]=2)[C:43]([Cl:56])=[CH:42][C:41]=1[O:57][CH2:58][C:59]1[CH:64]=[CH:63][CH:62]=[CH:61][CH:60]=1)[C:2]1[CH:7]=[CH:6][CH:5]=[CH:4][CH:3]=1.C1(P(C2C=CC=CC=2)C2C=CC=CC=2)C=CC=CC=1.C1(=O)[NH:88]C(=O)C2=CC=CC=C12.N(C(OC(C)C)=O)=NC(OC(C)C)=O.C1(C)C=CC=CC=1.O.NN.[OH-].[Na+]. The catalyst is CO.O1CCCC1. The product is [NH2:88][CH2:54][CH2:53][C:50]1[CH:51]=[CH:52][C:47]([CH2:46][C:44]2[C:43]([Cl:56])=[CH:42][C:41]([O:57][CH2:58][C:59]3[CH:64]=[CH:63][CH:62]=[CH:61][CH:60]=3)=[C:40]([C@@H:10]3[O:11][C@H:12]([CH2:31][O:32][CH2:33][C:34]4[CH:39]=[CH:38][CH:37]=[CH:36][CH:35]=4)[C@@H:13]([O:23][CH2:24][C:25]4[CH:26]=[CH:27][CH:28]=[CH:29][CH:30]=4)[C@H:14]([O:15][CH2:16][C:17]4[CH:18]=[CH:19][CH:20]=[CH:21][CH:22]=4)[C@H:9]3[O:8][CH2:1][C:2]3[CH:3]=[CH:4][CH:5]=[CH:6][CH:7]=3)[CH:45]=2)=[CH:48][CH:49]=1. The yield is 0.500. (4) The reactants are Br[C:2]1[CH:6]=[CH:5][O:4][C:3]=1[CH:7]1[O:11][CH2:10][CH2:9][O:8]1.C([Li])(C)(C)C.CN([CH:20]=[O:21])C.O.O.C(O)(=O)C(O)=O. The catalyst is CCOCC.O. The product is [O:8]1[CH2:9][CH2:10][O:11][CH:7]1[C:3]1[O:4][CH:5]=[CH:6][C:2]=1[CH:20]=[O:21]. The yield is 0.680. (5) The reactants are [CH3:1][Si](C=[N+]=[N-])(C)C.[F:8][C:9]1[CH:14]=[CH:13][C:12]([C:15]2[O:16][C:17]3[CH:27]=[CH:26][C:25]([C:28]4[CH:29]=[C:30]([CH:34]=[CH:35][CH:36]=4)[C:31]([OH:33])=[O:32])=[CH:24][C:18]=3[C:19]=2[C:20](=[O:23])[NH:21][CH3:22])=[CH:11][CH:10]=1. The catalyst is C(OCC)C. The product is [F:8][C:9]1[CH:14]=[CH:13][C:12]([C:15]2[O:16][C:17]3[CH:27]=[CH:26][C:25]([C:28]4[CH:29]=[C:30]([CH:34]=[CH:35][CH:36]=4)[C:31]([O:33][CH3:1])=[O:32])=[CH:24][C:18]=3[C:19]=2[C:20](=[O:23])[NH:21][CH3:22])=[CH:11][CH:10]=1. The yield is 0.970.